From a dataset of Full USPTO retrosynthesis dataset with 1.9M reactions from patents (1976-2016). Predict the reactants needed to synthesize the given product. Given the product [CH:23]([O:26][C:3]([C:5]1[C:6](=[O:22])[O:7][CH:8]([C:16]2[CH:21]=[CH:20][CH:19]=[CH:18][CH:17]=2)[C:9]=1[C:10]1[CH:15]=[CH:14][CH:13]=[CH:12][CH:11]=1)=[O:2])([CH3:25])[CH3:24], predict the reactants needed to synthesize it. The reactants are: C[O:2][C:3]([C:5]1[C:6](=[O:22])[O:7][CH:8]([C:16]2[CH:21]=[CH:20][CH:19]=[CH:18][CH:17]=2)[C:9]=1[C:10]1[CH:15]=[CH:14][CH:13]=[CH:12][CH:11]=1)=O.[CH:23]([OH:26])([CH3:25])[CH3:24].